Dataset: Reaction yield outcomes from USPTO patents with 853,638 reactions. Task: Predict the reaction yield, written as a fraction of the theoretical maximum amount of product (1.0 means a 100% yield; for example, 0.34 means a 34% yield). (1) The reactants are Cl[C:2]1[C:3]2[C:12]([C:13]3[CH:18]=[CH:17][CH:16]=[CH:15][CH:14]=3)=[CH:11][O:10][C:4]=2[N:5]=[C:6]([S:8][CH3:9])[N:7]=1.[CH3:19][O-:20].[Na+].CO. The catalyst is CN(C=O)C.O. The product is [CH3:19][O:20][C:2]1[C:3]2[C:12]([C:13]3[CH:18]=[CH:17][CH:16]=[CH:15][CH:14]=3)=[CH:11][O:10][C:4]=2[N:5]=[C:6]([S:8][CH3:9])[N:7]=1. The yield is 0.580. (2) The reactants are [C:1]([C:5]1[N:9]([CH2:10][CH:11]2[CH2:16][CH2:15][O:14][CH2:13][CH2:12]2)[C:8]2[CH:17]=[CH:18][C:19]([S:21](Cl)(=[O:23])=[O:22])=[CH:20][C:7]=2[N:6]=1)([CH3:4])([CH3:3])[CH3:2].[CH:25]1([NH2:31])[CH2:30][CH2:29][CH2:28][CH2:27][CH2:26]1. The catalyst is CN(C1C=CN=CC=1)C.CC#N. The product is [C:1]([C:5]1[N:9]([CH2:10][CH:11]2[CH2:16][CH2:15][O:14][CH2:13][CH2:12]2)[C:8]2[CH:17]=[CH:18][C:19]([S:21]([NH:31][CH:25]3[CH2:30][CH2:29][CH2:28][CH2:27][CH2:26]3)(=[O:23])=[O:22])=[CH:20][C:7]=2[N:6]=1)([CH3:4])([CH3:3])[CH3:2]. The yield is 0.440. (3) The reactants are [OH:1][C:2]1[C:7]2[C:8]([O:11][CH2:12][CH2:13][CH:14]3[CH2:19][CH2:18][N:17]([CH2:20][C:21]4([C:27]([O:29][CH3:30])=[O:28])[CH2:26][CH2:25][O:24][CH2:23][CH2:22]4)[CH2:16][CH2:15]3)=[N:9][O:10][C:6]=2[CH:5]=[CH:4][CH:3]=1.C(=O)([O-])[O-].[K+].[K+].FC(F)(F)S(O[CH2:43][C:44]([F:47])([F:46])[F:45])(=O)=O. The catalyst is CN(C)C=O. The product is [F:45][C:44]([F:47])([F:46])[CH2:43][O:1][C:2]1[C:7]2[C:8]([O:11][CH2:12][CH2:13][CH:14]3[CH2:19][CH2:18][N:17]([CH2:20][C:21]4([C:27]([O:29][CH3:30])=[O:28])[CH2:26][CH2:25][O:24][CH2:23][CH2:22]4)[CH2:16][CH2:15]3)=[N:9][O:10][C:6]=2[CH:5]=[CH:4][CH:3]=1. The yield is 0.920.